From a dataset of Reaction yield outcomes from USPTO patents with 853,638 reactions. Predict the reaction yield, written as a fraction of the theoretical maximum amount of product (1.0 means a 100% yield; for example, 0.34 means a 34% yield). (1) The reactants are Br[C:2]1[CH:3]=[N:4][CH:5]=[C:6]([Br:8])[CH:7]=1.[OH:9][CH2:10][C@H:11]1[NH:15][C:14](=[O:16])[CH2:13][CH2:12]1.C(=O)([O-])[O-].[K+].[K+].CNCCNC. The catalyst is O1CCOCC1.[Cu]I. The product is [Br:8][C:6]1[CH:7]=[C:2]([N:15]2[C@H:11]([CH2:10][OH:9])[CH2:12][CH2:13][C:14]2=[O:16])[CH:3]=[N:4][CH:5]=1. The yield is 0.250. (2) The reactants are [CH:1]1([O:7][CH2:8][C@H:9]2[CH2:14][C@@H:13]([C:15]3[O:19][NH:18][C:17](=[O:20])[CH:16]=3)[CH2:12][CH2:11][N:10]2C(OC)=O)[CH2:6][CH2:5][CH2:4][CH2:3][CH2:2]1.Br. No catalyst specified. The product is [CH:1]1([O:7][CH2:8][C@H:9]2[CH2:14][C@@H:13]([C:15]3[O:19][NH:18][C:17](=[O:20])[CH:16]=3)[CH2:12][CH2:11][NH:10]2)[CH2:6][CH2:5][CH2:4][CH2:3][CH2:2]1. The yield is 0.0300. (3) The reactants are [Cl:1][C:2]1[CH:11]=[C:10]2[C:5]([CH:6]=[CH:7][C:8](/[CH:12]=[CH:13]/[C:14]3[CH:19]=[CH:18][CH:17]=[C:16]([CH:20]4[CH2:22][O:21]4)[CH:15]=3)=[N:9]2)=[CH:4][CH:3]=1.[CH3:23][O:24][C:25](=[O:33])[C:26]1[CH:31]=[CH:30][CH:29]=[CH:28][C:27]=1[SH:32].C(=O)([O-])[O-].[K+].[K+]. The catalyst is CN(C)C=O.C(#N)C. The product is [CH3:23][O:24][C:25](=[O:33])[C:26]1[CH:31]=[CH:30][CH:29]=[CH:28][C:27]=1[S:32][CH2:22][CH:20]([C:16]1[CH:17]=[CH:18][CH:19]=[C:14](/[CH:13]=[CH:12]/[C:8]2[CH:7]=[CH:6][C:5]3[C:10](=[CH:11][C:2]([Cl:1])=[CH:3][CH:4]=3)[N:9]=2)[CH:15]=1)[OH:21]. The yield is 0.310. (4) The reactants are [CH2:1]([CH:3]([C:6]1[C:14]2[N:13]([CH2:15][C:16]([O:18][CH:19]([CH3:21])[CH3:20])=[O:17])[C:12](=[O:22])[N:11](C(OC(C)(C)C)=O)[C:10]=2[CH:9]=[CH:8][CH:7]=1)[CH2:4][CH3:5])[CH3:2].Cl. The catalyst is C(OCC)(=O)C.C(=O)([O-])O.[Na+]. The product is [CH2:1]([CH:3]([C:6]1[C:14]2[N:13]([CH2:15][C:16]([O:18][CH:19]([CH3:21])[CH3:20])=[O:17])[C:12](=[O:22])[NH:11][C:10]=2[CH:9]=[CH:8][CH:7]=1)[CH2:4][CH3:5])[CH3:2]. The yield is 0.770. (5) The reactants are CS[C:3]1[N:8]2[CH:9]=[CH:10][N:11]=[C:7]2[CH:6]=[C:5]([C:12]2[CH:17]=[CH:16][C:15]([N:18]3[CH2:23][CH2:22][O:21][CH2:20][CH2:19]3)=[CH:14][CH:13]=2)[N:4]=1.[OH-].[K+].C(O)(=[O:28])C. The catalyst is CS(C)=O.O. The product is [O:21]1[CH2:22][CH2:23][N:18]([C:15]2[CH:16]=[CH:17][C:12]([C:5]3[NH:4][C:3](=[O:28])[N:8]4[CH:9]=[CH:10][N:11]=[C:7]4[CH:6]=3)=[CH:13][CH:14]=2)[CH2:19][CH2:20]1. The yield is 0.953. (6) The yield is 0.920. The reactants are C([O:3][C:4]([C:6]1[S:10][C:9]([C:11]2[CH:16]=[N:15][CH:14]=[C:13]([N:17]([CH2:19][CH2:20][O:21][C:22]3[CH:27]=[CH:26][C:25]([F:28])=[CH:24][CH:23]=3)[CH3:18])[N:12]=2)=[N:8][C:7]=1[CH3:29])=[O:5])C.[OH-].[Na+]. The catalyst is O1CCCC1. The product is [F:28][C:25]1[CH:24]=[CH:23][C:22]([O:21][CH2:20][CH2:19][N:17]([CH3:18])[C:13]2[N:12]=[C:11]([C:9]3[S:10][C:6]([C:4]([OH:5])=[O:3])=[C:7]([CH3:29])[N:8]=3)[CH:16]=[N:15][CH:14]=2)=[CH:27][CH:26]=1.